From a dataset of Full USPTO retrosynthesis dataset with 1.9M reactions from patents (1976-2016). Predict the reactants needed to synthesize the given product. (1) Given the product [CH3:16][C:7]1[CH:2]=[C:3]([CH2:8][C:9](=[O:15])[C:10]([O:12][CH2:13][CH3:14])=[O:11])[CH:4]=[CH:5][CH:6]=1, predict the reactants needed to synthesize it. The reactants are: F[C:2]1[CH:7]=[CH:6][CH:5]=[CH:4][C:3]=1[CH2:8][C:9](=[O:15])[C:10]([O:12][CH2:13][CH3:14])=[O:11].[CH3:16]C1C=C(C=CC=1)CBr.[Mg].C(OCC)(=O)C(OCC)=O. (2) Given the product [CH3:19][C:20]1[CH:24]=[C:23]([CH3:25])[NH:22][C:21]=1[CH:26]=[C:11]1[C:12]2[C:17](=[CH:16][CH:15]=[CH:14][CH:13]=2)[N:9]([OH:8])[C:10]1=[O:18], predict the reactants needed to synthesize it. The reactants are: [Si]([O:8][N:9]1[C:17]2[C:12](=[CH:13][CH:14]=[CH:15][CH:16]=2)[CH2:11][C:10]1=[O:18])(C(C)(C)C)(C)C.[CH3:19][C:20]1[CH:24]=[C:23]([CH3:25])[NH:22][C:21]=1[CH:26]=O.N1CCCCC1.